Dataset: Forward reaction prediction with 1.9M reactions from USPTO patents (1976-2016). Task: Predict the product of the given reaction. (1) Given the reactants [O:1]=[C:2]1[NH:7][C:6]([C:8]2[CH:13]=[CH:12][C:11]([C:14]([F:17])([F:16])[F:15])=[CH:10][CH:9]=2)=[CH:5][N:4]2[C:18]([C:21]#N)=[CH:19][CH:20]=[C:3]12.[H-].C([Al+]CC(C)C)C(C)C.[C@H](O)(C([O-])=O)[C@@H](O)C([O-])=[O:36].[Na+].[K+], predict the reaction product. The product is: [O:1]=[C:2]1[NH:7][C:6]([C:8]2[CH:13]=[CH:12][C:11]([C:14]([F:15])([F:17])[F:16])=[CH:10][CH:9]=2)=[CH:5][N:4]2[C:18]([CH:21]=[O:36])=[CH:19][CH:20]=[C:3]12. (2) Given the reactants [Cl:1][C:2]1[CH:7]=[CH:6][CH:5]=[C:4]([CH3:8])[C:3]=1[NH:9][C:10]1[NH:11][C:12]2[C:18]3[CH2:19][C:20]([CH3:23])([CH3:22])[O:21][C:17]=3[C:16]([C:24]([NH:26][C:27]3[CH:32]=[C:31]([C:33]([F:36])([F:35])[F:34])[CH:30]=[CH:29][C:28]=3[F:37])=[O:25])=[CH:15][C:13]=2[N:14]=1.Cl, predict the reaction product. The product is: [ClH:1].[Cl:1][C:2]1[CH:7]=[CH:6][CH:5]=[C:4]([CH3:8])[C:3]=1[NH:9][C:10]1[NH:11][C:12]2[C:18]3[CH2:19][C:20]([CH3:22])([CH3:23])[O:21][C:17]=3[C:16]([C:24]([NH:26][C:27]3[CH:32]=[C:31]([C:33]([F:36])([F:34])[F:35])[CH:30]=[CH:29][C:28]=3[F:37])=[O:25])=[CH:15][C:13]=2[N:14]=1. (3) Given the reactants CNC[C:4]1[C:5]2[C:10]([CH:11]=[C:12]3[C:17]=1[CH:16]=[CH:15][CH:14]=[CH:13]3)=[CH:9][CH:8]=[CH:7][CH:6]=2.BrC1C=CC=CC=1CBr.C([O-])([O-])=O.[K+].[K+], predict the reaction product. The product is: [CH:6]1[C:5]2[C:10](=[CH:11][C:12]3[C:17]([CH:4]=2)=[CH:16][CH:15]=[CH:14][CH:13]=3)[CH:9]=[CH:8][CH:7]=1. (4) Given the reactants Cl[C:2]1[CH:11]=[CH:10][N:9]=[C:8]2[C:3]=1[C:4]1[CH:16]=[C:15]([C:17]([NH:19][CH2:20][CH2:21][N:22]([CH3:24])[CH3:23])=[O:18])[CH:14]=[CH:13][C:5]=1[C:6](=[O:12])[NH:7]2.[NH2:25][C:26]1[CH:31]=[CH:30][C:29]([NH:32][C:33](=[O:45])[C:34]2[CH:39]=[CH:38][C:37]([F:40])=[CH:36][C:35]=2[C:41]([F:44])([F:43])[F:42])=[CH:28][CH:27]=1, predict the reaction product. The product is: [CH3:23][N:22]([CH3:24])[CH2:21][CH2:20][NH:19][C:17]([C:15]1[CH:14]=[CH:13][C:5]2[C:6](=[O:12])[NH:7][C:8]3[C:3]([C:4]=2[CH:16]=1)=[C:2]([NH:25][C:26]1[CH:31]=[CH:30][C:29]([NH:32][C:33](=[O:45])[C:34]2[CH:39]=[CH:38][C:37]([F:40])=[CH:36][C:35]=2[C:41]([F:44])([F:42])[F:43])=[CH:28][CH:27]=1)[CH:11]=[CH:10][N:9]=3)=[O:18]. (5) Given the reactants [CH2:1]([O:3][C:4](=[O:17])[CH2:5][C:6]1(O)[C:14]2[C:9](=[CH:10][CH:11]=[C:12]([F:15])[CH:13]=2)[CH2:8][CH2:7]1)[CH3:2].C1(C)C=CC(S(O)(=O)=O)=CC=1.O.[Cl-].[Cl-].[Ca+2], predict the reaction product. The product is: [CH2:1]([O:3][C:4](=[O:17])[CH2:5][C:6]1[C:14]2[C:9](=[CH:10][CH:11]=[C:12]([F:15])[CH:13]=2)[CH2:8][CH:7]=1)[CH3:2]. (6) Given the reactants [CH3:1][C:2]1([CH3:23])[O:22][C:6]2=[C:7]([CH3:21])[N:8]=[CH:9][C:10]([CH2:11][NH:12][C:13]3[CH:20]=[CH:19][C:16](C#N)=[CH:15][CH:14]=3)=[C:5]2[CH2:4][O:3]1.[H-].[Na+].[C:26]([C:28]1[CH:35]=[CH:34][C:31]([CH2:32]Br)=[CH:30][CH:29]=1)#[N:27].[CH3:36][N:37](C=O)C, predict the reaction product. The product is: [C:26]([C:28]1[CH:35]=[CH:34][C:31]([CH2:32][N:12]([C:13]2[CH:20]=[C:19]([CH:16]=[CH:15][CH:14]=2)[C:36]#[N:37])[CH2:11][C:10]2[CH:9]=[N:8][C:7]([CH3:21])=[C:6]3[O:22][C:2]([CH3:1])([CH3:23])[O:3][CH2:4][C:5]=23)=[CH:30][CH:29]=1)#[N:27].